From a dataset of Peptide-MHC class I binding affinity with 185,985 pairs from IEDB/IMGT. Regression. Given a peptide amino acid sequence and an MHC pseudo amino acid sequence, predict their binding affinity value. This is MHC class I binding data. (1) The peptide sequence is FTRMVVAAL. The MHC is HLA-B44:02 with pseudo-sequence HLA-B44:02. The binding affinity (normalized) is 0.0847. (2) The peptide sequence is HHANEYRQY. The MHC is HLA-A24:02 with pseudo-sequence HLA-A24:02. The binding affinity (normalized) is 0.0374. (3) The MHC is HLA-A02:01 with pseudo-sequence HLA-A02:01. The peptide sequence is YAGTIKESLL. The binding affinity (normalized) is 0.0762. (4) The peptide sequence is IPRLLRTFL. The MHC is HLA-B48:01 with pseudo-sequence HLA-B48:01. The binding affinity (normalized) is 0.0847. (5) The peptide sequence is RLSQSGHML. The MHC is HLA-B51:01 with pseudo-sequence HLA-B51:01. The binding affinity (normalized) is 0.0847. (6) The peptide sequence is LSPVRVPNY. The MHC is HLA-A01:01 with pseudo-sequence HLA-A01:01. The binding affinity (normalized) is 0.205. (7) The peptide sequence is VPDIKLDAV. The MHC is HLA-B54:01 with pseudo-sequence HLA-B54:01. The binding affinity (normalized) is 1.00.